Predict which catalyst facilitates the given reaction. From a dataset of Catalyst prediction with 721,799 reactions and 888 catalyst types from USPTO. Reactant: FC1C=CC(C(=O)CBr)=CC=1.[C:12]([CH:14]([CH2:20][C:21]([C:23]1[CH:28]=[CH:27][C:26]([F:29])=[CH:25][CH:24]=1)=O)[C:15]([O:17][CH2:18][CH3:19])=[O:16])#[N:13].FC1C=CC(C2NC=C(C(OCC)=O)C=2)=CC=1.[H-].[Na+].[F:49][C:50]1[CH:55]=[CH:54][C:53]([S:56](Cl)(=[O:58])=[O:57])=[CH:52][CH:51]=1. Product: [F:29][C:26]1[CH:27]=[CH:28][C:23]([C:21]2[N:13]([S:56]([C:53]3[CH:54]=[CH:55][C:50]([F:49])=[CH:51][CH:52]=3)(=[O:58])=[O:57])[CH:12]=[C:14]([C:15]([O:17][CH2:18][CH3:19])=[O:16])[CH:20]=2)=[CH:24][CH:25]=1. The catalyst class is: 35.